From a dataset of Forward reaction prediction with 1.9M reactions from USPTO patents (1976-2016). Predict the product of the given reaction. (1) Given the reactants [CH3:1][C:2]1[N:3]=[C:4]([C:12]2[CH:17]=[CH:16][CH:15]=[C:14]([C:18]([F:21])([F:20])[F:19])[CH:13]=2)[N:5]2[C:10]=1[CH:9]=[N:8][C:7]([NH2:11])=[N:6]2.Br[C:23]1[CH:28]=[C:27]([F:29])[CH:26]=[CH:25][C:24]=1[O:30][CH3:31].C(P(C(C)(C)C)C1C=CC=CC=1C1C=CC=CC=1)(C)(C)C.CC([O-])(C)C.[Na+], predict the reaction product. The product is: [F:29][C:27]1[CH:26]=[CH:25][C:24]([O:30][CH3:31])=[C:23]([NH:11][C:7]2[N:8]=[CH:9][C:10]3=[C:2]([CH3:1])[N:3]=[C:4]([C:12]4[CH:17]=[CH:16][CH:15]=[C:14]([C:18]([F:21])([F:19])[F:20])[CH:13]=4)[N:5]3[N:6]=2)[CH:28]=1. (2) Given the reactants ClC[C:3]([N:5]([CH3:7])[CH3:6])=[O:4].[Cl:8][C:9]1[CH:14]=[CH:13][C:12]([CH:15]2[CH:19]([C:20]3[CH:25]=[CH:24][C:23]([Cl:26])=[CH:22][CH:21]=3)[NH:18][C:17]([C:27]3[CH:32]=[CH:31][C:30]([C:33]([F:36])([F:35])[F:34])=[CH:29][C:28]=3[O:37][CH2:38][CH3:39])=[N:16]2)=[CH:11][CH:10]=1.[CH:40]([N:43]([CH:46](C)C)[CH2:44]C)(C)C.[CH3:49][N:50](C)[CH:51]=[O:52], predict the reaction product. The product is: [Cl:8][C:9]1[CH:10]=[CH:11][C:12]([CH:15]2[CH:19]([C:20]3[CH:21]=[CH:22][C:23]([Cl:26])=[CH:24][CH:25]=3)[N:18]([C:3]([N:5]3[CH2:6][CH2:44][N:43]([CH2:46][C:51]([NH:50][CH3:49])=[O:52])[CH2:40][CH2:7]3)=[O:4])[C:17]([C:27]3[CH:32]=[CH:31][C:30]([C:33]([F:34])([F:35])[F:36])=[CH:29][C:28]=3[O:37][CH2:38][CH3:39])=[N:16]2)=[CH:13][CH:14]=1. (3) Given the reactants [Cl:1][C:2]1[C:3]([N:10]2[CH2:15][CH2:14][N:13]([C:16]3[CH:21]=[C:20]([C:22]4[CH:27]=[CH:26][C:25]([F:28])=[CH:24][CH:23]=4)[N:19]=[C:18]([N:29]4[CH2:33][CH2:32][CH2:31][CH:30]4[CH3:34])[N:17]=3)[CH:12]([CH3:35])[CH2:11]2)=[N:4][C:5]([O:8]C)=[CH:6][CH:7]=1, predict the reaction product. The product is: [Cl:1][C:2]1[CH:7]=[CH:6][C:5]([OH:8])=[N:4][C:3]=1[N:10]1[CH2:15][CH2:14][N:13]([C:16]2[CH:21]=[C:20]([C:22]3[CH:23]=[CH:24][C:25]([F:28])=[CH:26][CH:27]=3)[N:19]=[C:18]([N:29]3[CH2:33][CH2:32][CH2:31][CH:30]3[CH3:34])[N:17]=2)[CH:12]([CH3:35])[CH2:11]1. (4) Given the reactants [Br:1][C:2]1[C:7]([CH3:8])=[CH:6][C:5]([N:9]([CH2:17][C:18]2[CH:23]=[CH:22][C:21]([O:24][CH3:25])=[CH:20][CH:19]=2)[CH2:10][CH2:11][CH2:12][CH2:13][C:14]([OH:16])=[O:15])=[C:4]([CH:26]=[O:27])[CH:3]=1.[C:28](=O)([O-])[O-].[K+].[K+].IC.O, predict the reaction product. The product is: [Br:1][C:2]1[C:7]([CH3:8])=[CH:6][C:5]([N:9]([CH2:17][C:18]2[CH:23]=[CH:22][C:21]([O:24][CH3:25])=[CH:20][CH:19]=2)[CH2:10][CH2:11][CH2:12][CH2:13][C:14]([O:16][CH3:28])=[O:15])=[C:4]([CH:26]=[O:27])[CH:3]=1. (5) Given the reactants [CH3:1][O:2][C:3]1[CH:4]=[C:5]([CH:28]=[CH:29][C:30]=1[O:31][CH3:32])[CH2:6][NH:7][C:8]([C:10]1([CH2:23][CH2:24][CH2:25][CH2:26]Br)[C:22]2[CH:21]=[CH:20][CH:19]=[CH:18][C:17]=2[C:16]2[C:11]1=[CH:12][CH:13]=[CH:14][CH:15]=2)=[O:9].[N:33]1([C:39]2[CH:48]=[CH:47][C:46]3[C:41](=[CH:42][CH:43]=[CH:44][CH:45]=3)[N:40]=2)[CH2:38][CH2:37][NH:36][CH2:35][CH2:34]1, predict the reaction product. The product is: [CH3:1][O:2][C:3]1[CH:4]=[C:5]([CH:28]=[CH:29][C:30]=1[O:31][CH3:32])[CH2:6][NH:7][C:8]([C:10]1([CH2:23][CH2:24][CH2:25][CH2:26][N:36]2[CH2:37][CH2:38][N:33]([C:39]3[CH:48]=[CH:47][C:46]4[C:41](=[CH:42][CH:43]=[CH:44][CH:45]=4)[N:40]=3)[CH2:34][CH2:35]2)[C:22]2[CH:21]=[CH:20][CH:19]=[CH:18][C:17]=2[C:16]2[C:11]1=[CH:12][CH:13]=[CH:14][CH:15]=2)=[O:9].